Predict the reaction yield, written as a fraction of the theoretical maximum amount of product (1.0 means a 100% yield; for example, 0.34 means a 34% yield). From a dataset of Reaction yield outcomes from USPTO patents with 853,638 reactions. (1) The reactants are [F:1][C:2]1[CH:7]=[CH:6][CH:5]=[CH:4][C:3]=1[CH2:8][C:9]([OH:11])=[O:10].C[Si]([N-][Si](C)(C)C)(C)C.[Na+].[Cl:22][CH2:23][CH2:24][CH2:25][CH2:26]I. The yield is 0.890. The product is [Cl:22][CH2:23][CH2:24][CH2:25][CH2:26][CH:8]([C:3]1[CH:4]=[CH:5][CH:6]=[CH:7][C:2]=1[F:1])[C:9]([OH:11])=[O:10]. No catalyst specified. (2) The reactants are CC1C(=[O:8])[C@@H](O)CC(C)(C)C=1/C=C/C(/C)=C/C=C/C(/C)=C/C=C/C=C(\C)/C=C/C=C(\C)/C=C/C1C(C)(C)C[C@H](O)C(=O)C=1C.CCN(C(C)C)C(C)C.Cl[C:55]([O:57]C(Cl)C(Cl)(Cl)Cl)=[O:56].[CH2:64]([OH:75])[C@H:65]([C@H:67]([C@@H:69]([C@@H:71]([CH2:73][OH:74])[OH:72])[OH:70])[OH:68])[OH:66]. The catalyst is C(Cl)Cl.CN(C1C=CN=CC=1)C.CN(C=O)C. The product is [C:55](=[O:56])([OH:8])[OH:57].[CH2:73]([OH:74])[C@H:71]([C@H:69]([C@@H:67]([C@@H:65]([CH2:64][OH:75])[OH:66])[OH:68])[OH:70])[OH:72]. The yield is 0.102. (3) The reactants are [CH:1]([C:3]1[CH:8]=[CH:7][CH:6]=[CH:5][C:4]=1B(O)O)=[O:2].Br[C:13]1[CH:17]=[CH:16][O:15][CH:14]=1.C(=O)([O-])[O-].[Na+].[Na+]. The catalyst is Cl[Pd](Cl)([P](C1C=CC=CC=1)(C1C=CC=CC=1)C1C=CC=CC=1)[P](C1C=CC=CC=1)(C1C=CC=CC=1)C1C=CC=CC=1.C(#N)C. The product is [O:15]1[CH:16]=[CH:17][C:13]([C:4]2[CH:5]=[CH:6][CH:7]=[CH:8][C:3]=2[CH:1]=[O:2])=[CH:14]1. The yield is 0.300. (4) The reactants are CO[C:3](=[O:23])[CH:4]([N:6]1[C:10]2=[N:11][CH:12]=[CH:13][CH:14]=[C:9]2[C:8]([C:15]([O:17][C:18]([CH3:21])([CH3:20])[CH3:19])=[O:16])=[C:7]1[CH3:22])[CH3:5].Cl.[CH3:25][NH:26][O:27][CH3:28].C([Mg]Cl)(C)C. No catalyst specified. The product is [CH3:28][O:27][N:26]([CH3:25])[C:3](=[O:23])[CH:4]([N:6]1[C:10]2=[N:11][CH:12]=[CH:13][CH:14]=[C:9]2[C:8]([C:15]([O:17][C:18]([CH3:20])([CH3:21])[CH3:19])=[O:16])=[C:7]1[CH3:22])[CH3:5]. The yield is 0.603. (5) The reactants are C(O)(C(F)(F)F)=O.C(Cl)Cl.[CH:11]1[C:20]2[C:15](=[CH:16][C:17]([C:21]3[S:25][C:24]([O:26][CH2:27][C@@H:28]([NH:40]C(=O)OC(C)(C)C)[CH2:29][C:30]4[CH:35]=[CH:34][C:33]([C:36]([F:39])([F:38])[F:37])=[CH:32][CH:31]=4)=[N:23][N:22]=3)=[CH:18][CH:19]=2)[CH:14]=[CH:13][N:12]=1. No catalyst specified. The product is [CH:11]1[C:20]2[C:15](=[CH:16][C:17]([C:21]3[S:25][C:24]([O:26][CH2:27][C@@H:28]([NH2:40])[CH2:29][C:30]4[CH:31]=[CH:32][C:33]([C:36]([F:37])([F:39])[F:38])=[CH:34][CH:35]=4)=[N:23][N:22]=3)=[CH:18][CH:19]=2)[CH:14]=[CH:13][N:12]=1. The yield is 0.420. (6) The reactants are C([O-])(=O)C.[NH4+:5].[Br:6][C:7]1[CH:12]=[CH:11][C:10]([C:13](=O)[CH2:14][NH:15][C:16]([C@:18]2([CH3:40])[CH2:22][CH2:21][CH2:20][N:19]2[C:23]([O:25][CH2:26][CH:27]2[C:39]3[CH:38]=[CH:37][CH:36]=[CH:35][C:34]=3[C:33]3[C:28]2=[CH:29][CH:30]=[CH:31][CH:32]=3)=[O:24])=O)=[CH:9][CH:8]=1. The catalyst is C1(C)C(C)=CC=CC=1. The product is [Br:6][C:7]1[CH:8]=[CH:9][C:10]([C:13]2[NH:5][C:16]([C@:18]3([CH3:40])[CH2:22][CH2:21][CH2:20][N:19]3[C:23]([O:25][CH2:26][CH:27]3[C:28]4[CH:29]=[CH:30][CH:31]=[CH:32][C:33]=4[C:34]4[C:39]3=[CH:38][CH:37]=[CH:36][CH:35]=4)=[O:24])=[N:15][CH:14]=2)=[CH:11][CH:12]=1. The yield is 0.490. (7) The reactants are [O:1]=[S:2]1(=[O:31])[C:7]2[CH:8]=[CH:9][CH:10]=[CH:11][C:6]=2[NH:5][C:4]([C:12]2[C:13](=[O:30])[N:14]([CH2:23][CH2:24][CH:25]3OCC[O:26]3)[C:15]3[C:20]([C:21]=2[OH:22])=[CH:19][CH:18]=[CH:17][N:16]=3)=[N:3]1.S(=O)(=O)(O)O. The catalyst is O.C(O)(=O)C. The product is [O:31]=[S:2]1(=[O:1])[C:7]2[CH:8]=[CH:9][CH:10]=[CH:11][C:6]=2[NH:5][C:4]([C:12]2[C:13](=[O:30])[N:14]([CH2:23][CH2:24][CH:25]=[O:26])[C:15]3[C:20]([C:21]=2[OH:22])=[CH:19][CH:18]=[CH:17][N:16]=3)=[N:3]1. The yield is 0.780. (8) The reactants are [F:1][C:2]1[CH:3]=[C:4]([C:8]2[CH:9]=[CH:10][C:11](=[O:17])[N:12]([CH2:14][CH2:15][OH:16])[CH:13]=2)[CH:5]=[CH:6][CH:7]=1.Cl[C:19]1[C:28]2[C:23](=[CH:24][C:25]([O:29][CH3:30])=[CH:26][CH:27]=2)[N:22]=[CH:21][CH:20]=1.C(=O)([O-])[O-].[Cs+].[Cs+].C(P(C(C)(C)C)C1C=CC2C(=CC=CC=2)C=1C1C2C(=CC=CC=2)C=CC=1)(C)(C)C. The catalyst is C1(C)C=CC=CC=1.C([O-])(=O)C.[Pd+2].C([O-])(=O)C. The product is [F:1][C:2]1[CH:3]=[C:4]([C:8]2[CH:9]=[CH:10][C:11](=[O:17])[N:12]([CH2:14][CH2:15][O:16][C:19]3[C:28]4[C:23](=[CH:24][C:25]([O:29][CH3:30])=[CH:26][CH:27]=4)[N:22]=[CH:21][CH:20]=3)[CH:13]=2)[CH:5]=[CH:6][CH:7]=1. The yield is 0.130. (9) The reactants are [CH2:1]([Zn]CC)C.IC.C(COC)OC.[CH3:14][O:15][N:16]([CH3:30])[C:17](=[O:29])[CH2:18]/[CH:19]=[CH:20]/[C:21]1[CH:26]=[CH:25][C:24]([O:27][CH3:28])=[CH:23][CH:22]=1. The catalyst is ClCCl.O. The product is [CH3:14][O:15][N:16]([CH3:30])[C:17](=[O:29])[CH2:18][CH:19]1[CH2:1][CH:20]1[C:21]1[CH:22]=[CH:23][C:24]([O:27][CH3:28])=[CH:25][CH:26]=1. The yield is 0.852. (10) The reactants are [OH:1][C:2]1[CH:7]=[CH:6][C:5]([C:8]2[N:9]=[C:10]3[C:15](=[N:16][C:17]=2[C:18]2[CH:23]=[CH:22][C:21]([OH:24])=[CH:20][CH:19]=2)[N:14]=[CH:13][N:12]=[C:11]3[NH2:25])=[CH:4][CH:3]=1.[S:26](=[O:30])(=[O:29])([OH:28])[OH:27].C(OCC)C. The catalyst is CO. The product is [S:26]([OH:30])([OH:29])(=[O:28])=[O:27].[OH:1][C:2]1[CH:7]=[CH:6][C:5]([C:8]2[N:9]=[C:10]3[C:15](=[N:16][C:17]=2[C:18]2[CH:23]=[CH:22][C:21]([OH:24])=[CH:20][CH:19]=2)[N:14]=[CH:13][N:12]=[C:11]3[NH2:25])=[CH:4][CH:3]=1. The yield is 0.925.